Dataset: TCR-epitope binding with 47,182 pairs between 192 epitopes and 23,139 TCRs. Task: Binary Classification. Given a T-cell receptor sequence (or CDR3 region) and an epitope sequence, predict whether binding occurs between them. (1) The epitope is IYSKHTPINL. The TCR CDR3 sequence is CASSPQGATQYF. Result: 0 (the TCR does not bind to the epitope). (2) The epitope is LLWNGPMAV. The TCR CDR3 sequence is CSARGLPYDHEQFF. Result: 0 (the TCR does not bind to the epitope). (3) The epitope is TSNQVAVLY. The TCR CDR3 sequence is CASSLGGPRTGNTIYF. Result: 0 (the TCR does not bind to the epitope).